Dataset: Reaction yield outcomes from USPTO patents with 853,638 reactions. Task: Predict the reaction yield, written as a fraction of the theoretical maximum amount of product (1.0 means a 100% yield; for example, 0.34 means a 34% yield). The reactants are [CH2:1]([C@@:5]1([CH2:28][CH3:29])[NH:11][C@H:10]([C:12]2[CH:17]=[CH:16][CH:15]=[CH:14][CH:13]=2)[C:9]2[CH:18]=[C:19]([O:24][CH3:25])[C:20]([CH:22]=O)=[CH:21][C:8]=2[S:7](=[O:27])(=[O:26])[CH2:6]1)[CH2:2][CH2:3][CH3:4].[NH2:30][CH:31]([CH2:38][C:39]([O:41][CH2:42][CH3:43])=[O:40])[CH2:32][C:33]([O:35][CH2:36][CH3:37])=[O:34].C(O)(=O)C. The catalyst is ClCCCl. The product is [CH2:1]([C@@:5]1([CH2:28][CH3:29])[NH:11][C@H:10]([C:12]2[CH:17]=[CH:16][CH:15]=[CH:14][CH:13]=2)[C:9]2[CH:18]=[C:19]([O:24][CH3:25])[C:20]([CH2:22][NH:30][CH:31]([CH2:32][C:33]([O:35][CH2:36][CH3:37])=[O:34])[CH2:38][C:39]([O:41][CH2:42][CH3:43])=[O:40])=[CH:21][C:8]=2[S:7](=[O:26])(=[O:27])[CH2:6]1)[CH2:2][CH2:3][CH3:4]. The yield is 0.880.